From a dataset of Forward reaction prediction with 1.9M reactions from USPTO patents (1976-2016). Predict the product of the given reaction. (1) The product is: [CH2:29]([N:23]1[CH:24]=[CH:25][C:20]([C:18]([NH:17][C:8]2[S:9][C:10]([C:11]3[CH:12]=[CH:13][N:14]=[CH:15][CH:16]=3)=[C:6]([C:2]3[O:1][CH:5]=[CH:4][CH:3]=3)[N:7]=2)=[O:19])=[CH:21][C:22]1=[O:26])[C:30]1[CH:35]=[CH:34][CH:33]=[CH:32][CH:31]=1. Given the reactants [O:1]1[CH:5]=[CH:4][CH:3]=[C:2]1[C:6]1[N:7]=[C:8]([NH:17][C:18]([C:20]2[CH:25]=[CH:24][NH:23][C:22](=[O:26])[CH:21]=2)=[O:19])[S:9][C:10]=1[C:11]1[CH:16]=[CH:15][N:14]=[CH:13][CH:12]=1.[H-].[Na+].[CH2:29](Br)[C:30]1[CH:35]=[CH:34][CH:33]=[CH:32][CH:31]=1.Cl, predict the reaction product. (2) The product is: [Cl:1][C:2]1[CH:3]=[C:4]2[C:8](=[CH:9][CH:10]=1)[NH:7][CH:6]=[C:5]2[CH:11]1[CH2:12][CH2:13][NH:14][CH2:15][CH2:16]1. Given the reactants [Cl:1][C:2]1[CH:3]=[C:4]2[C:8](=[CH:9][CH:10]=1)[NH:7][CH:6]=[C:5]2[C:11]1[CH2:12][CH2:13][NH:14][CH2:15][CH:16]=1, predict the reaction product. (3) Given the reactants [C:1]1([C:7]2[CH:8]=[C:9]([C:12](OCC)=[O:13])[NH:10][CH:11]=2)[CH:6]=[CH:5][CH:4]=[CH:3][CH:2]=1.[H-].[Al+3].[Li+].[H-].[H-].[H-].S([O-])([O-])(=O)=O.[Na+].[Na+], predict the reaction product. The product is: [C:1]1([C:7]2[CH:8]=[C:9]([CH2:12][OH:13])[NH:10][CH:11]=2)[CH:2]=[CH:3][CH:4]=[CH:5][CH:6]=1. (4) Given the reactants [F:1][C:2]([F:7])([F:6])[C:3]([OH:5])=[O:4].[F:8][C:9]([F:14])([F:13])[C:10]([OH:12])=[O:11].FC(F)(F)C(O)=O.[Cl:22][C:23]1[CH:24]=[N:25][C:26]2[NH:27][C:28]3[CH:29]=[N:30][CH:31]=[C:32]([CH:54]=3)[CH2:33][CH2:34][C:35]3[CH:43]=[C:39]([NH:40][C:41]=1[N:42]=2)[CH:38]=[CH:37][C:36]=3[NH:44][C:45](=[O:53])[CH2:46][CH:47]1[CH2:52][CH2:51][NH:50][CH2:49][CH2:48]1.[N:55]([C:58]1[C:59]([CH3:64])=[N:60][O:61][C:62]=1[CH3:63])=[C:56]=[O:57], predict the reaction product. The product is: [F:1][C:2]([F:7])([F:6])[C:3]([OH:5])=[O:4].[F:8][C:9]([F:14])([F:13])[C:10]([OH:12])=[O:11].[Cl:22][C:23]1[CH:24]=[N:25][C:26]2[NH:27][C:28]3[CH:29]=[N:30][CH:31]=[C:32]([CH:54]=3)[CH2:33][CH2:34][C:35]3[CH:43]=[C:39]([NH:40][C:41]=1[N:42]=2)[CH:38]=[CH:37][C:36]=3[NH:44][C:45](=[O:53])[CH2:46][CH:47]1[CH2:52][CH2:51][N:50]([C:56]([NH:55][C:58]2[C:59]([CH3:64])=[N:60][O:61][C:62]=2[CH3:63])=[O:57])[CH2:49][CH2:48]1. (5) Given the reactants [Cl:1][C:2]1[S:6][C:5]([C:7]2[N:12]=[C:11]([NH:13][C:14]3[CH:19]=[CH:18][C:17]([CH2:20][C:21]#[N:22])=[CH:16][CH:15]=3)[C:10]([CH2:23][CH3:24])=[C:9]([CH3:25])[N:8]=2)=[CH:4][CH:3]=1.[NH2:26][OH:27].Cl.C([O-])([O-])=O.[K+].[K+].CCO, predict the reaction product. The product is: [Cl:1][C:2]1[S:6][C:5]([C:7]2[N:12]=[C:11]([NH:13][C:14]3[CH:19]=[CH:18][C:17]([CH2:20][C:21]([NH:26][OH:27])=[NH:22])=[CH:16][CH:15]=3)[C:10]([CH2:23][CH3:24])=[C:9]([CH3:25])[N:8]=2)=[CH:4][CH:3]=1. (6) Given the reactants [OH:1][C:2]([CH3:32])([CH3:31])[CH:3]([NH:15][C:16]([N:18]1[CH2:23][C:22](=[O:24])[NH:21][C:20]2[CH:25]=[C:26]([O:29][CH3:30])[CH:27]=[N:28][C:19]1=2)=[O:17])[C:4]1[CH:9]=[CH:8][C:7]([O:10][C:11]([F:14])([F:13])[F:12])=[CH:6][CH:5]=1.C(=O)=O.CO, predict the reaction product. The product is: [OH:1][C:2]([CH3:32])([CH3:31])[C@H:3]([NH:15][C:16]([N:18]1[CH2:23][C:22](=[O:24])[NH:21][C:20]2[CH:25]=[C:26]([O:29][CH3:30])[CH:27]=[N:28][C:19]1=2)=[O:17])[C:4]1[CH:9]=[CH:8][C:7]([O:10][C:11]([F:12])([F:14])[F:13])=[CH:6][CH:5]=1.